This data is from Catalyst prediction with 721,799 reactions and 888 catalyst types from USPTO. The task is: Predict which catalyst facilitates the given reaction. (1) Reactant: [F:1][C:2]1[CH:7]=[CH:6][C:5]([CH2:8][C:9]([OH:11])=O)=[CH:4][C:3]=1[C:12]([F:15])([F:14])[F:13].C(Cl)(=O)C(Cl)=O.CN(C)C=O.[CH2:27]([O:29][C:30]1[CH:35]=[CH:34][C:33]([N:36]2[C:41](=[O:42])[C:40]3[CH:43]=[CH:44][CH:45]=[N:46][C:39]=3[N:38]=[C:37]2[C@H:47]([NH:49][CH2:50][CH2:51][C:52](=[O:54])[CH3:53])[CH3:48])=[CH:32][CH:31]=1)[CH3:28].C(N(CC)CC)C. Product: [CH2:27]([O:29][C:30]1[CH:35]=[CH:34][C:33]([N:36]2[C:41](=[O:42])[C:40]3[CH:43]=[CH:44][CH:45]=[N:46][C:39]=3[N:38]=[C:37]2[C@H:47]([N:49]([CH2:50][CH2:51][C:52](=[O:54])[CH3:53])[C:9](=[O:11])[CH2:8][C:5]2[CH:6]=[CH:7][C:2]([F:1])=[C:3]([C:12]([F:15])([F:14])[F:13])[CH:4]=2)[CH3:48])=[CH:32][CH:31]=1)[CH3:28]. The catalyst class is: 4. (2) Reactant: Cl[C:2]1[C:7]([O:8][CH3:9])=[CH:6][CH:5]=[CH:4][N:3]=1.[C:10](=[O:13])([O-])[O-:11].[K+].[K+].O.[C:17](#N)[CH3:18]. Product: [CH3:9][O:8][C:7]1[C:2]([C:18]2[CH:17]=[CH:7][C:6]([C:10]([OH:11])=[O:13])=[CH:5][CH:4]=2)=[N:3][CH:4]=[CH:5][CH:6]=1. The catalyst class is: 73. (3) Reactant: [Br:1][C:2]1[CH:11]=[C:10]2[C:5]([C:6](=[O:19])[C:7](I)=[C:8]([C:12]3[CH:17]=[CH:16][CH:15]=[CH:14][CH:13]=3)[O:9]2)=[CH:4][CH:3]=1.[C:20]([O:24][C:25](=[O:46])[NH:26][C:27]1([C:31]2[CH:36]=[CH:35][C:34](B3OC(C)(C)C(C)(C)O3)=[CH:33][CH:32]=2)[CH2:30][CH2:29][CH2:28]1)([CH3:23])([CH3:22])[CH3:21].C(=O)([O-])[O-].[Na+].[Na+].O. Product: [C:20]([O:24][C:25](=[O:46])[NH:26][C:27]1([C:31]2[CH:32]=[CH:33][C:34]([C:7]3[C:6](=[O:19])[C:5]4[C:10](=[CH:11][C:2]([Br:1])=[CH:3][CH:4]=4)[O:9][C:8]=3[C:12]3[CH:17]=[CH:16][CH:15]=[CH:14][CH:13]=3)=[CH:35][CH:36]=2)[CH2:28][CH2:29][CH2:30]1)([CH3:23])([CH3:21])[CH3:22]. The catalyst class is: 57. (4) Reactant: Cl.[CH:2]1([NH:5][C:6]([NH:8][C:9]2[CH:14]=[CH:13][C:12]([C:15]3[N:16]=[C:17]([N:24]4[CH2:29][CH2:28][O:27][CH2:26][C@H:25]4[CH3:30])[C:18]4[CH2:23][NH:22][CH2:21][C:19]=4[N:20]=3)=[C:11]([F:31])[CH:10]=2)=[O:7])[CH2:4][CH2:3]1.CCN(CC)CC.[CH3:39][S:40](Cl)(=[O:42])=[O:41]. Product: [CH:2]1([NH:5][C:6]([NH:8][C:9]2[CH:14]=[CH:13][C:12]([C:15]3[N:16]=[C:17]([N:24]4[CH2:29][CH2:28][O:27][CH2:26][C@H:25]4[CH3:30])[C:18]4[CH2:23][N:22]([S:40]([CH3:39])(=[O:42])=[O:41])[CH2:21][C:19]=4[N:20]=3)=[C:11]([F:31])[CH:10]=2)=[O:7])[CH2:3][CH2:4]1. The catalyst class is: 3. (5) Reactant: C[O:2][C:3]([C@@H:5]1[CH2:9][C:8](=[CH2:10])[CH2:7][C@H:6]1[C:11](=[O:20])[NH:12][C:13]1[CH:18]=[CH:17][C:16]([Cl:19])=[CH:15][CH:14]=1)=[O:4]. Product: [Cl:19][C:16]1[CH:15]=[CH:14][C:13]([NH:12][C:11]([C@@H:6]2[CH2:7][C:8](=[CH2:10])[CH2:9][C@H:5]2[C:3]([OH:4])=[O:2])=[O:20])=[CH:18][CH:17]=1. The catalyst class is: 273. (6) Reactant: [CH2:1]1[S:5][C@H:4]([CH2:6][OH:7])[O:3][C@@H:2]1[N:8]1[C:13](=[O:14])[N:12]=[C:11]([NH2:15])[C:10]([F:16])=[CH:9]1.[CH:17]1[C:22](/[CH:23]=[CH:24]/[C:25]([OH:27])=[O:26])=[CH:21][CH:20]=[C:19]([OH:28])[CH:18]=1. Product: [CH2:1]1[S:5][C@H:4]([CH2:6][OH:7])[O:3][C@@H:2]1[N:8]1[C:13](=[O:14])[N:12]=[C:11]([NH2:15])[C:10]([F:16])=[CH:9]1.[C:25]([O-:27])(=[O:26])/[CH:24]=[CH:23]/[C:22]1[CH:21]=[CH:20][C:19]([OH:28])=[CH:18][CH:17]=1. The catalyst class is: 8.